Dataset: Reaction yield outcomes from USPTO patents with 853,638 reactions. Task: Predict the reaction yield, written as a fraction of the theoretical maximum amount of product (1.0 means a 100% yield; for example, 0.34 means a 34% yield). (1) The reactants are [CH3:1][C:2]1([CH3:10])[CH2:8][C:7](=[O:9])[O:6][C:4](=[O:5])[CH2:3]1.[CH2:11]1[CH2:16][CH2:15][CH2:14][CH2:13][CH2:12]1.[C:17]([O:20]CC)(=[O:19])C. The catalyst is O1CCCC1. The product is [O:19]1[C:12]2[CH:13]=[CH:14][C:15]([C:7](=[O:9])[CH2:8][C:2]([CH3:1])([CH3:10])[CH2:3][C:4]([OH:6])=[O:5])=[CH:16][C:11]=2[O:20][CH2:17]1. The yield is 0.190. (2) The product is [Br:1][C:2]1[C:3]([C:17]([OH:19])=[O:18])=[N:4][C:5]([Cl:16])=[CH:6][C:7]=1[N:8]([CH3:15])[CH:9]1[CH2:10][CH2:11][O:12][CH2:13][CH2:14]1. The catalyst is C1COCC1. The reactants are [Br:1][C:2]1[C:3]([C:17]([O:19]C)=[O:18])=[N:4][C:5]([Cl:16])=[CH:6][C:7]=1[N:8]([CH3:15])[CH:9]1[CH2:14][CH2:13][O:12][CH2:11][CH2:10]1.[OH-].[Na+]. The yield is 0.730. (3) The reactants are [F:1][C:2]1[CH:7]=[C:6]([I:8])[CH:5]=[CH:4][C:3]=1[N:9]1[C:14]2[N:15]([CH3:33])[C:16](=[O:32])[C:17]([CH3:31])=[C:18]([NH:19][C:20]3[CH:21]=[C:22]([NH:26][S:27]([CH3:30])(=[O:29])=[O:28])[CH:23]=[CH:24][CH:25]=3)[C:13]=2[C:12](=[O:34])[N:11]([CH3:35])[C:10]1=[O:36].CC(C)([O-])C.[K+].CO.C(O)(=O)C. The catalyst is O1CCCC1. The product is [F:1][C:2]1[CH:7]=[C:6]([I:8])[CH:5]=[CH:4][C:3]=1[NH:9][C:14]1[N:15]([CH3:33])[C:16](=[O:32])[C:17]([CH3:31])=[C:18]2[C:13]=1[C:12](=[O:34])[N:11]([CH3:35])[C:10](=[O:36])[N:19]2[C:20]1[CH:21]=[C:22]([NH:26][S:27]([CH3:30])(=[O:28])=[O:29])[CH:23]=[CH:24][CH:25]=1. The yield is 0.970. (4) The reactants are CC(OI1(OC(C)=O)(OC(C)=O)OC(=O)C2C=CC=CC1=2)=O.[CH3:23][O:24][CH2:25][O:26][C:27]1[CH:28]=[N:29][CH:30]=[CH:31][C:32]=1[CH:33]([OH:35])[CH3:34].C([O-])(O)=O.[Na+].[O-]S([O-])(=S)=O.[Na+].[Na+]. The catalyst is C(Cl)(Cl)Cl. The product is [CH3:23][O:24][CH2:25][O:26][C:27]1[CH:28]=[N:29][CH:30]=[CH:31][C:32]=1[C:33](=[O:35])[CH3:34]. The yield is 0.860. (5) The reactants are [CH:1]1([O:6][C:7](=[O:26])[C@@H:8]([NH:15]C(OCC2C=CC=CC=2)=O)[CH2:9][O:10][C:11]([CH3:14])([CH3:13])[CH3:12])[CH2:5][CH2:4][CH2:3][CH2:2]1. The catalyst is CCO.[OH-].[Pd+2].[OH-]. The product is [CH:1]1([O:6][C:7](=[O:26])[C@@H:8]([NH2:15])[CH2:9][O:10][C:11]([CH3:12])([CH3:13])[CH3:14])[CH2:2][CH2:3][CH2:4][CH2:5]1. The yield is 1.00. (6) The reactants are [N+:1]([C:4]1[CH:5]=[C:6]([NH2:13])[C:7](=[CH:11][CH:12]=1)[C:8]([OH:10])=O)([O-:3])=[O:2].[CH:14]([NH2:16])=O. No catalyst specified. The product is [N+:1]([C:4]1[CH:5]=[C:6]2[C:7]([C:8](=[O:10])[NH:16][CH:14]=[N:13]2)=[CH:11][CH:12]=1)([O-:3])=[O:2]. The yield is 0.950. (7) The reactants are [F:1][C:2]1[CH:11]=[C:10]([C:12]2[N:17]=[C:16]3[N:18]([C:21]([C:24]4[CH:25]=[C:26]5[C:31](=[CH:32][CH:33]=4)[N:30]=[CH:29][CH:28]=[CH:27]5)([CH3:23])[CH3:22])[N:19]=[N:20][C:15]3=[CH:14][CH:13]=2)[CH:9]=[CH:8][C:3]=1[C:4]([O:6]C)=[O:5].[OH-].[Li+].C1COCC1.Cl. The catalyst is CO.O. The product is [F:1][C:2]1[CH:11]=[C:10]([C:12]2[N:17]=[C:16]3[N:18]([C:21]([C:24]4[CH:25]=[C:26]5[C:31](=[CH:32][CH:33]=4)[N:30]=[CH:29][CH:28]=[CH:27]5)([CH3:23])[CH3:22])[N:19]=[N:20][C:15]3=[CH:14][CH:13]=2)[CH:9]=[CH:8][C:3]=1[C:4]([OH:6])=[O:5]. The yield is 0.710. (8) The reactants are [O:1]1[CH2:6][C:5](=O)[NH:4][C:3]2[N:8]=[CH:9][CH:10]=[CH:11][C:2]1=2.[H-].[Al+3].[Li+].[H-].[H-].[H-].[OH-].[Na+].O. The catalyst is C1COCC1. The product is [O:1]1[CH2:6][CH2:5][NH:4][C:3]2[N:8]=[CH:9][CH:10]=[CH:11][C:2]1=2. The yield is 0.850. (9) The reactants are [CH3:1][O:2][C:3]1[CH:4]=[C:5]2[C:10](=[CH:11][C:12]=1[O:13][CH3:14])[N:9]=C(SC)C=C2OC1C=CC(NC(C2(C(NC3C=CC(F)=CC=3)=O)CC2)=O)=CC=1F.CS[C:43]([S:54][CH3:55])=[C:44]1[C:49](=[O:50])[O:48][C:47]([CH3:52])([CH3:51])[O:46][C:45]1=[O:53]. The catalyst is CCO. The product is [CH3:14][O:13][C:12]1[CH:11]=[C:10]([NH:9][C:43]([S:54][CH3:55])=[C:44]2[C:49](=[O:50])[O:48][C:47]([CH3:52])([CH3:51])[O:46][C:45]2=[O:53])[CH:5]=[CH:4][C:3]=1[O:2][CH3:1]. The yield is 0.830.